Task: Predict the product of the given reaction.. Dataset: Forward reaction prediction with 1.9M reactions from USPTO patents (1976-2016) (1) Given the reactants [F:1][C:2]1[CH:3]=[C:4]([N:16]2[CH2:20][C@H:19]([CH2:21][NH:22][C:23](=[O:25])[CH3:24])[O:18][C:17]2=[O:26])[CH:5]=[CH:6][C:7]=1[N:8]1[CH2:13][CH2:12][C:11](=O)[CH:10]([CH3:15])[CH2:9]1.[C-:27]#[N:28].[Na+].[N+:30]([C:33]1[CH:39]=[CH:38][C:36]([NH2:37])=[CH:35][CH:34]=1)([O-:32])=[O:31], predict the reaction product. The product is: [N+:30]([C:33]1[CH:39]=[CH:38][C:36]([NH:37][C:11]2([C:27]#[N:28])[CH2:12][CH2:13][N:8]([C:7]3[CH:6]=[CH:5][C:4]([N:16]4[CH2:20][C@H:19]([CH2:21][NH:22][C:23](=[O:25])[CH3:24])[O:18][C:17]4=[O:26])=[CH:3][C:2]=3[F:1])[CH2:9][CH:10]2[CH3:15])=[CH:35][CH:34]=1)([O-:32])=[O:31]. (2) Given the reactants [O:1]=[C:2]1[CH2:10][C:9]2[C:4](=[C:5]([C:11]([OH:13])=O)[CH:6]=[CH:7][CH:8]=2)[N:3]1[CH2:14][C:15]1[CH:20]=[CH:19][C:18]([C:21]([F:24])([F:23])[F:22])=[CH:17][CH:16]=1.C[O:26][C:27](=[O:37])[C:28]1[CH:33]=[CH:32][C:31]([CH:34]([NH2:36])[CH3:35])=[CH:30][CH:29]=1.Cl.[CH2:39](N=C=NCCCN(C)C)C.CN1CCOCC1.[Li+].[OH-], predict the reaction product. The product is: [O:1]=[C:2]1[CH2:10][C:9]2[C:4](=[C:5]([C:11]([NH:36][C:34]3([C:31]4[CH:32]=[CH:33][C:28]([C:27]([OH:26])=[O:37])=[CH:29][CH:30]=4)[CH2:39][CH2:35]3)=[O:13])[CH:6]=[CH:7][CH:8]=2)[N:3]1[CH2:14][C:15]1[CH:16]=[CH:17][C:18]([C:21]([F:23])([F:24])[F:22])=[CH:19][CH:20]=1. (3) Given the reactants C([O:8][C:9]1[C:10](Cl)=[N:11][C:12]2[C:17]([C:18]=1[Cl:19])=[CH:16][C:15]([C:20]([OH:38])([C:32]1[N:36]([CH3:37])[N:35]=[N:34][CH:33]=1)[CH:21]1[CH2:24][N:23]([C:25]([O:27][C:28]([CH3:31])([CH3:30])[CH3:29])=[O:26])[CH2:22]1)=[CH:14][CH:13]=2)C1C=CC=CC=1.[Zn](CC)[CH2:41][CH3:42].[NH4+].[Cl-], predict the reaction product. The product is: [Cl:19][C:18]1[C:17]2[C:12](=[CH:13][CH:14]=[C:15]([C:20]([OH:38])([C:32]3[N:36]([CH3:37])[N:35]=[N:34][CH:33]=3)[CH:21]3[CH2:24][N:23]([C:25]([O:27][C:28]([CH3:31])([CH3:29])[CH3:30])=[O:26])[CH2:22]3)[CH:16]=2)[N:11]=[C:10]([CH2:41][CH3:42])[C:9]=1[OH:8]. (4) Given the reactants [Cl:1][C:2]1[CH:7]=[C:6]([C:8](=[O:12])[N:9]([CH3:11])[CH3:10])[CH:5]=[CH:4][C:3]=1[N:13]([CH3:33])[C:14]([C:16]1[S:32][C:19]2[C:20]3[CH:28]=[CH:27][C:26]([C:29]([OH:31])=O)=[CH:25][C:21]=3[O:22][CH2:23][CH2:24][C:18]=2[CH:17]=1)=[O:15].[NH2:34][CH2:35][CH2:36][NH:37][C:38](=[O:40])[CH3:39].CN(C(ON1N=NC2C=CC=NC1=2)=[N+](C)C)C.F[P-](F)(F)(F)(F)F.CCN(C(C)C)C(C)C, predict the reaction product. The product is: [C:38]([NH:37][CH2:36][CH2:35][NH:34][C:29]([C:26]1[CH:27]=[CH:28][C:20]2[C:19]3[S:32][C:16]([C:14]([N:13]([C:3]4[CH:4]=[CH:5][C:6]([C:8](=[O:12])[N:9]([CH3:10])[CH3:11])=[CH:7][C:2]=4[Cl:1])[CH3:33])=[O:15])=[CH:17][C:18]=3[CH2:24][CH2:23][O:22][C:21]=2[CH:25]=1)=[O:31])(=[O:40])[CH3:39].